This data is from hERG Central: cardiac toxicity at 1µM, 10µM, and general inhibition. The task is: Predict hERG channel inhibition at various concentrations. (1) The compound is Cc1cc(C)cc(NC(=S)N2CCC(N(C)CC3CCCO3)CC2)c1. Results: hERG_inhib (hERG inhibition (general)): blocker. (2) The compound is Cc1ccc2[nH]c(=O)c(CN(Cc3ccco3)C(=O)CN3CCCC(C)C3)cc2c1. Results: hERG_inhib (hERG inhibition (general)): blocker. (3) The molecule is O=[N+]([O-])c1ccccc1NC1CCN(Cc2ccccc2)CC1. Results: hERG_inhib (hERG inhibition (general)): blocker. (4) The drug is Cc1ccc(-c2nc(C#N)c(NCCN3CCCCC3)o2)cc1. Results: hERG_inhib (hERG inhibition (general)): blocker. (5) The compound is COc1ccc(S(=O)(=O)NCc2ccco2)cc1-c1nnc2c3ccccc3c(C)nn12. Results: hERG_inhib (hERG inhibition (general)): blocker. (6) The drug is COc1cc(C(=O)N2CCN(C(=O)c3cc(-c4ccc(Br)cc4)n[nH]3)CC2)cc(OC)c1OC. Results: hERG_inhib (hERG inhibition (general)): blocker.